Dataset: Full USPTO retrosynthesis dataset with 1.9M reactions from patents (1976-2016). Task: Predict the reactants needed to synthesize the given product. (1) The reactants are: [CH3:1][CH:2]1[CH2:7][CH2:6][N:5]([C:8]([O:10][CH2:11][C:12]2[CH:17]=[CH:16][CH:15]=[CH:14][CH:13]=2)=[O:9])[CH2:4][CH:3]1[C:18](=O)[CH2:19][NH:20][C:21]1[N:22]=[C:23]2[CH:29]=[CH:28][N:27]([S:30]([C:33]3[CH:39]=[CH:38][C:36]([CH3:37])=[CH:35][CH:34]=3)(=[O:32])=[O:31])[C:24]2=[N:25][CH:26]=1.COC1C=CC(P2(SP(C3C=CC(OC)=CC=3)(=S)S2)=S)=CC=1. Given the product [CH3:1][CH:2]1[CH2:7][CH2:6][N:5]([C:8]([O:10][CH2:11][C:12]2[CH:13]=[CH:14][CH:15]=[CH:16][CH:17]=2)=[O:9])[CH2:4][CH:3]1[C:18]1[N:22]2[C:23]3[CH:29]=[CH:28][N:27]([S:30]([C:33]4[CH:34]=[CH:35][C:36]([CH3:37])=[CH:38][CH:39]=4)(=[O:32])=[O:31])[C:24]=3[N:25]=[CH:26][C:21]2=[N:20][CH:19]=1, predict the reactants needed to synthesize it. (2) Given the product [CH3:8][NH:9][C:10](=[O:12])[CH2:11][C:64]1[CH:65]=[CH:66][CH:67]=[CH:68][C:69]=1[CH2:44][CH2:45][C:14]1[C:19]([C:20]([F:22])([F:23])[F:21])=[CH:18][N:17]=[C:16]([NH:24][C:25]2[CH:30]=[CH:29][C:28]([N:31]3[CH2:32][CH2:33][NH:34][CH2:35][CH2:36]3)=[CH:27][CH:26]=2)[N:15]=1, predict the reactants needed to synthesize it. The reactants are: C(C1C=CC=C2[C:11]=1[C:10](=[O:12])[NH:9][CH2:8]2)#C.Cl[C:14]1[C:19]([C:20]([F:23])([F:22])[F:21])=[CH:18][N:17]=[C:16]([NH:24][C:25]2[CH:30]=[CH:29][C:28]([N:31]3[CH2:36][CH2:35][N:34](C(OC(C)(C)C)=O)[CH2:33][CH2:32]3)=[CH:27][CH:26]=2)[N:15]=1.[CH2:44](N(CC)CC)[CH3:45].[C:64]1(P([C:64]2[CH:69]=[CH:68][CH:67]=[CH:66][CH:65]=2)[C:64]2[CH:69]=[CH:68][CH:67]=[CH:66][CH:65]=2)[CH:69]=[CH:68][CH:67]=[CH:66][CH:65]=1. (3) Given the product [C:24]([O:23][C:21]([NH:20][C@@H:11]([CH2:10]/[CH:9]=[CH:8]/[C:4]1[CH:5]=[CH:6][CH:7]=[C:2]([B:36]2[O:37][C:38]([CH3:40])([CH3:39])[C:34]([CH3:50])([CH3:33])[O:35]2)[CH:3]=1)[C:12]([O:14][CH:15]1[CH2:19][CH2:18][CH2:17][CH2:16]1)=[O:13])=[O:22])([CH3:27])([CH3:26])[CH3:25], predict the reactants needed to synthesize it. The reactants are: Br[C:2]1[CH:3]=[C:4](/[CH:8]=[CH:9]/[CH2:10][C@H:11]([NH:20][C:21]([O:23][C:24]([CH3:27])([CH3:26])[CH3:25])=[O:22])[C:12]([O:14][CH:15]2[CH2:19][CH2:18][CH2:17][CH2:16]2)=[O:13])[CH:5]=[CH:6][CH:7]=1.CC([O-])=O.[K+].[CH3:33][C:34]1([CH3:50])[C:38]([CH3:40])([CH3:39])[O:37][B:36]([B:36]2[O:37][C:38]([CH3:40])([CH3:39])[C:34]([CH3:50])([CH3:33])[O:35]2)[O:35]1. (4) Given the product [CH2:21]([O:23][C:22]([C:21]1[C:4]2[O:3][B:2]([OH:1])[C@@H:7]([NH:8][C:9](=[O:17])[CH2:10][C:11]3[CH:12]=[CH:13][N:14]=[CH:15][CH:16]=3)[CH2:6][C:5]=2[CH:18]=[CH:19][CH:20]=1)=[O:24])[CH2:4][CH2:5][CH3:6], predict the reactants needed to synthesize it. The reactants are: [OH:1][B:2]1[CH:7]([NH:8][C:9](=[O:17])[CH2:10][C:11]2[CH:16]=[CH:15][N:14]=[CH:13][CH:12]=2)[CH2:6][C:5]2[CH:18]=[CH:19][CH:20]=[C:21]([C:22]([OH:24])=[O:23])[C:4]=2[O:3]1. (5) Given the product [CH2:37]([C:43]([CH2:47][CH2:48][CH2:49][CH2:50][CH2:51][CH3:52])=[CH:44][CH:45]=[CH:7][CH2:6][CH2:5][C:2]([OH:4])=[O:3])[CH2:38][CH2:39][CH2:40][CH2:41][CH3:42], predict the reactants needed to synthesize it. The reactants are: [Br-].[C:2]([CH2:5][CH2:6][CH2:7][P+](C1C=CC=CC=1)(C1C=CC=CC=1)C1C=CC=CC=1)([OH:4])=[O:3].C[Si]([N-][Si](C)(C)C)(C)C.[Na+].[CH2:37]([C:43]([CH2:47][CH2:48][CH2:49][CH2:50][CH2:51][CH3:52])=[CH:44][CH:45]=O)[CH2:38][CH2:39][CH2:40][CH2:41][CH3:42].Cl. (6) Given the product [F:1][C:2]1[CH:7]=[CH:6][C:5]([F:8])=[CH:4][C:3]=1[C:9]1[CH:14]=[CH:13][CH:12]=[C:11]([S:15]([NH:18][C:19]2[CH:27]=[CH:26][C:22]([C:23]([O:25][CH2:32][CH2:31][O:30][CH3:29])=[O:24])=[C:21]([OH:28])[CH:20]=2)(=[O:17])=[O:16])[CH:10]=1, predict the reactants needed to synthesize it. The reactants are: [F:1][C:2]1[CH:7]=[CH:6][C:5]([F:8])=[CH:4][C:3]=1[C:9]1[CH:14]=[CH:13][CH:12]=[C:11]([S:15]([NH:18][C:19]2[CH:27]=[CH:26][C:22]([C:23]([OH:25])=[O:24])=[C:21]([OH:28])[CH:20]=2)(=[O:17])=[O:16])[CH:10]=1.[CH3:29][O:30][CH:31](O)[CH3:32].